From a dataset of Full USPTO retrosynthesis dataset with 1.9M reactions from patents (1976-2016). Predict the reactants needed to synthesize the given product. (1) Given the product [Cl:9][C:10]1[CH:11]=[C:12]([NH:17][C:18]2[N:22]=[C:21]([NH:23][CH2:7][C:5]3[CH:6]=[N:1][CH:2]=[N:3][CH:4]=3)[NH:20][N:19]=2)[CH:13]=[C:14]([Cl:16])[CH:15]=1, predict the reactants needed to synthesize it. The reactants are: [N:1]1[CH:6]=[C:5]([CH:7]=O)[CH:4]=[N:3][CH:2]=1.[Cl:9][C:10]1[CH:11]=[C:12]([NH:17][C:18]2[N:22]=[C:21]([NH2:23])[NH:20][N:19]=2)[CH:13]=[C:14]([Cl:16])[CH:15]=1.ClC1C=C(N=C=S)C=C(Cl)C=1C#N. (2) Given the product [Cl:1][C:2]1[CH:7]=[CH:6][N:5]2[N:8]=[C:9]([NH:11][C:13]3[CH:18]=[CH:17][C:16]([S:19]([CH3:22])(=[O:21])=[O:20])=[CH:15][C:14]=3[O:23][CH3:24])[N:10]=[C:4]2[CH:3]=1, predict the reactants needed to synthesize it. The reactants are: [Cl:1][C:2]1[CH:7]=[CH:6][N:5]2[N:8]=[C:9]([NH2:11])[N:10]=[C:4]2[CH:3]=1.Br[C:13]1[CH:18]=[CH:17][C:16]([S:19]([CH3:22])(=[O:21])=[O:20])=[CH:15][C:14]=1[O:23][CH3:24]. (3) Given the product [CH3:8][C:6]1[CH:5]=[CH:4][C:3]([NH:9][C:10]([CH:12]2[CH2:14][CH2:13]2)=[O:11])=[C:2]([C:29]2[CH:28]=[CH:25][CH:24]=[C:23]([C:22]([F:32])([F:31])[F:21])[CH:30]=2)[C:7]=1[O:18][CH3:15], predict the reactants needed to synthesize it. The reactants are: O[C:2]1[CH:7]=[C:6]([CH3:8])[CH:5]=[CH:4][C:3]=1[NH:9][C:10]([CH:12]1[CH2:14][CH2:13]1)=[O:11].[C:15](=[O:18])([O-])[O-].[K+].[K+].[F:21][C:22]([F:32])([F:31])[C:23]1[CH:24]=[C:25]([CH:28]=[CH:29][CH:30]=1)CCl.O. (4) Given the product [CH:1]([CH:3]1[CH2:8][CH2:7][CH2:6][N:5]([C:9]2[N:10]=[C:11]3[CH:25]=[C:24]([CH2:26][CH2:27][C:28]4[S:29][CH:30]=[C:31]([CH:33]([CH3:35])[CH3:34])[N:32]=4)[CH:23]=[CH:22][N:12]3[CH2:13][C:14]=2[CH2:15][CH2:16][C:17]([O:19][CH3:20])=[O:18])[CH2:4]1)=[O:2], predict the reactants needed to synthesize it. The reactants are: [CH:1]([CH:3]1[CH2:8][CH2:7][CH2:6][N:5]([C:9]2[N:10]=[C:11]3[CH:25]=[C:24]([CH2:26][CH2:27][C:28]4[S:29][CH:30]=[C:31]([CH:33]([CH3:35])[CH3:34])[N:32]=4)[CH:23]=[CH:22][N:12]3[C:13](=O)[C:14]=2/[CH:15]=[CH:16]/[C:17]([O:19][CH3:20])=[O:18])[CH2:4]1)=[O:2].